Dataset: Full USPTO retrosynthesis dataset with 1.9M reactions from patents (1976-2016). Task: Predict the reactants needed to synthesize the given product. (1) Given the product [Cl:7][C:8]1[CH:13]=[C:12]([NH:14][C:15]([C:17]2[O:18][C:19]([NH:22][C:23]3[CH:28]=[C:27]([F:29])[C:26]([F:30])=[CH:25][C:24]=3[F:31])=[N:20][N:21]=2)=[O:16])[CH:11]=[CH:10][C:9]=1[C@H:32]1[CH2:33][CH2:34][C@H:35]([CH:38]([CH3:44])[C:39]([OH:41])=[O:40])[CH2:36][CH2:37]1, predict the reactants needed to synthesize it. The reactants are: C[Si](C)(C)[O-].[K+].[Cl:7][C:8]1[CH:13]=[C:12]([NH:14][C:15]([C:17]2[O:18][C:19]([NH:22][C:23]3[CH:28]=[C:27]([F:29])[C:26]([F:30])=[CH:25][C:24]=3[F:31])=[N:20][N:21]=2)=[O:16])[CH:11]=[CH:10][C:9]=1[C@H:32]1[CH2:37][CH2:36][C@H:35]([CH:38]([CH3:44])[C:39]([O:41]CC)=[O:40])[CH2:34][CH2:33]1.C(O)(=O)CC(CC(O)=O)(C(O)=O)O. (2) Given the product [F:1][C:2]1[C:3]([C:8]2([CH2:12][NH:13][C:14]3[N:19]=[N:18][C:17]([C:20]4[O:24][N:23]=[C:22]([C:25]([NH2:33])=[O:26])[CH:21]=4)=[CH:16][CH:15]=3)[CH2:11][CH2:10][CH2:9]2)=[N:4][CH:5]=[CH:6][CH:7]=1, predict the reactants needed to synthesize it. The reactants are: [F:1][C:2]1[C:3]([C:8]2([CH2:12][NH:13][C:14]3[N:19]=[N:18][C:17]([C:20]4[O:24][N:23]=[C:22]([C:25](OCC)=[O:26])[CH:21]=4)=[CH:16][CH:15]=3)[CH2:11][CH2:10][CH2:9]2)=[N:4][CH:5]=[CH:6][CH:7]=1.[Li+].[OH-].C[N:33](C(ON1N=NC2C=CC=CC1=2)=[N+](C)C)C.F[P-](F)(F)(F)(F)F.CCN(C(C)C)C(C)C. (3) Given the product [CH2:4]([O:6][C:7]([C:9]1[N:10]([CH3:17])[CH:11]=[C:12]([C:13]#[N:14])[C:2]=1[I:3])=[O:8])[CH3:5], predict the reactants needed to synthesize it. The reactants are: I[CH2:2][I:3].[CH2:4]([O:6][C:7]([C:9]1[N:10]([CH3:17])[CH:11]=[C:12](C#N)[C:13]=1[NH2:14])=[O:8])[CH3:5].C(ON=O)CC(C)C. (4) The reactants are: [Cl:1][C:2]1[CH:3]=[C:4]([C@@H:8]2[C@@H:13]([C:14]3[CH:19]=[CH:18][C:17]([Cl:20])=[CH:16][CH:15]=3)[N:12]([C@@H:21]([CH2:29][CH3:30])[CH2:22][N:23]3[CH2:28][CH2:27][O:26][CH2:25][CH2:24]3)[C:11](=[O:31])[C@@H:10]([CH2:32][C:33]([O:35]C(C)(C)C)=[O:34])[CH2:9]2)[CH:5]=[CH:6][CH:7]=1.C(O)(C(F)(F)F)=O. Given the product [Cl:1][C:2]1[CH:3]=[C:4]([C@@H:8]2[C@@H:13]([C:14]3[CH:19]=[CH:18][C:17]([Cl:20])=[CH:16][CH:15]=3)[N:12]([C@@H:21]([CH2:29][CH3:30])[CH2:22][N:23]3[CH2:28][CH2:27][O:26][CH2:25][CH2:24]3)[C:11](=[O:31])[C@@H:10]([CH2:32][C:33]([OH:35])=[O:34])[CH2:9]2)[CH:5]=[CH:6][CH:7]=1, predict the reactants needed to synthesize it. (5) Given the product [C:43]([S:40]([C:37]1[CH:38]=[CH:39][C:34]([NH:33][C:17](=[O:19])[CH2:16][CH2:15][CH2:14][C:11]2[CH:10]=[CH:9][C:8]([B:5]3[O:4][CH2:3][C:2]([CH3:1])([CH3:20])[CH2:7][O:6]3)=[CH:13][CH:12]=2)=[CH:35][C:36]=1[C:47]#[N:48])(=[O:42])=[O:41])([CH3:46])([CH3:44])[CH3:45], predict the reactants needed to synthesize it. The reactants are: [CH3:1][C:2]1([CH3:20])[CH2:7][O:6][B:5]([C:8]2[CH:13]=[CH:12][C:11]([CH2:14][CH2:15][CH2:16][C:17]([OH:19])=O)=[CH:10][CH:9]=2)[O:4][CH2:3]1.BrC1C=CC(CCCC([NH:33][C:34]2[CH:39]=[CH:38][C:37]([S:40]([C:43]([CH3:46])([CH3:45])[CH3:44])(=[O:42])=[O:41])=[C:36]([C:47]#[N:48])[CH:35]=2)=O)=CC=1.